From a dataset of Full USPTO retrosynthesis dataset with 1.9M reactions from patents (1976-2016). Predict the reactants needed to synthesize the given product. (1) The reactants are: [CH3:1][C:2]1([CH3:26])[C:6]([CH3:8])([CH3:7])[O:5][B:4]([C:9]2[CH:14]=[CH:13][C:12]([C@@H:15]([CH3:25])[CH2:16][NH:17][C:18](=[O:24])[O:19][C:20]([CH3:23])([CH3:22])[CH3:21])=[CH:11][CH:10]=2)[O:3]1.[CH3:27][Si]([N-][Si](C)(C)C)(C)C.[Na+].CI. Given the product [CH3:27][N:17]([CH2:16][C@@H:15]([C:12]1[CH:13]=[CH:14][C:9]([B:4]2[O:3][C:2]([CH3:26])([CH3:1])[C:6]([CH3:7])([CH3:8])[O:5]2)=[CH:10][CH:11]=1)[CH3:25])[C:18](=[O:24])[O:19][C:20]([CH3:23])([CH3:22])[CH3:21], predict the reactants needed to synthesize it. (2) Given the product [CH:10]1([C:9]2[N:8]([C:13]3[CH:18]=[CH:17][C:16]([S:19]([CH3:22])(=[O:21])=[O:20])=[CH:15][C:14]=3[Cl:23])[N:7]=[CH:6][C:5]=2[C:3]([OH:4])=[O:2])[CH2:11][CH2:12]1, predict the reactants needed to synthesize it. The reactants are: C[O:2][C:3]([C:5]1[CH:6]=[N:7][N:8]([C:13]2[CH:18]=[CH:17][C:16]([S:19]([CH3:22])(=[O:21])=[O:20])=[CH:15][C:14]=2[Cl:23])[C:9]=1[CH:10]1[CH2:12][CH2:11]1)=[O:4].[OH-].[Na+]. (3) Given the product [Br:1][C:2]1[CH:13]=[CH:12][C:5]([CH2:6][N:7]([CH3:11])[CH2:8][CH2:9][Cl:16])=[CH:4][CH:3]=1, predict the reactants needed to synthesize it. The reactants are: [Br:1][C:2]1[CH:13]=[CH:12][C:5]([CH2:6][N:7]([CH3:11])[CH2:8][CH2:9]O)=[CH:4][CH:3]=1.O=S(Cl)[Cl:16]. (4) The reactants are: [F:1][C:2]1[C:3]([O:20][CH3:21])=[C:4]([CH:8]([CH3:19])[CH:9]([CH3:18])[C:10]([OH:17])([C:13]([F:16])([F:15])[F:14])[CH:11]=O)[CH:5]=[CH:6][CH:7]=1.[NH2:22][C:23]1[CH:32]=[CH:31][C:30]([F:33])=[C:29]2[C:24]=1[CH:25]=[N:26][C:27]([CH3:34])=[N:28]2.O. Given the product [F:1][C:2]1[C:3]([O:20][CH3:21])=[C:4]([CH:8]([CH3:19])[CH:9]([CH3:18])[C:10]([C:13]([F:15])([F:14])[F:16])([OH:17])[CH:11]=[N:22][C:23]2[CH:32]=[CH:31][C:30]([F:33])=[C:29]3[C:24]=2[CH:25]=[N:26][C:27]([CH3:34])=[N:28]3)[CH:5]=[CH:6][CH:7]=1, predict the reactants needed to synthesize it. (5) Given the product [Br:1][C:2]1[CH:3]=[C:4]([CH:17]=[CH:18][CH:19]=1)[NH:5][C:6]1[C:7]2[CH:15]=[C:14]([N:21]([CH3:22])[CH3:20])[N:13]=[CH:12][C:8]=2[N:9]=[CH:10][N:11]=1, predict the reactants needed to synthesize it. The reactants are: [Br:1][C:2]1[CH:3]=[C:4]([CH:17]=[CH:18][CH:19]=1)[NH:5][C:6]1[C:7]2[CH:15]=[C:14](F)[N:13]=[CH:12][C:8]=2[N:9]=[CH:10][N:11]=1.[CH3:20][NH:21][CH3:22]. (6) Given the product [NH2:34][C:22]1[N:21]=[C:20]([NH:19][CH2:18][CH2:17][CH2:16][NH:15][S:11]([C:7]2[CH:8]=[CH:9][CH:10]=[C:5]([S:2]([CH3:1])(=[O:4])=[O:3])[CH:6]=2)(=[O:13])=[O:12])[CH:25]=[C:24]([C:26]2[CH:31]=[CH:30][CH:29]=[C:28]([CH3:32])[C:27]=2[CH3:33])[N:23]=1, predict the reactants needed to synthesize it. The reactants are: [CH3:1][S:2]([C:5]1[CH:6]=[C:7]([S:11](Cl)(=[O:13])=[O:12])[CH:8]=[CH:9][CH:10]=1)(=[O:4])=[O:3].[NH2:15][CH2:16][CH2:17][CH2:18][NH:19][C:20]1[CH:25]=[C:24]([C:26]2[CH:31]=[CH:30][CH:29]=[C:28]([CH3:32])[C:27]=2[CH3:33])[N:23]=[C:22]([NH2:34])[N:21]=1. (7) Given the product [C:1]1([C@@H:7]([OH:11])[CH2:8][CH2:9][NH2:10])[CH:6]=[CH:5][CH:4]=[CH:3][CH:2]=1, predict the reactants needed to synthesize it. The reactants are: [C:1]1([C@@H:7]([OH:11])[CH2:8][C:9]#[N:10])[CH:6]=[CH:5][CH:4]=[CH:3][CH:2]=1. (8) Given the product [F:26][C:18]1[CH:17]=[C:16]([CH2:15][O:13][C:5]2[CH:6]=[C:7]3[C:11](=[CH:12][C:4]=2[N+:1]([O-:3])=[O:2])[CH2:10][CH2:9][CH2:8]3)[CH:25]=[CH:24][C:19]=1[C:20]([O:22][CH3:23])=[O:21], predict the reactants needed to synthesize it. The reactants are: [N+:1]([C:4]1[CH:12]=[C:11]2[C:7]([CH2:8][CH2:9][CH2:10]2)=[CH:6][C:5]=1[OH:13])([O-:3])=[O:2].Br[CH2:15][C:16]1[CH:25]=[CH:24][C:19]([C:20]([O:22][CH3:23])=[O:21])=[C:18]([F:26])[CH:17]=1.C(=O)([O-])[O-].[K+].[K+].O. (9) Given the product [F:1][C:2]1[CH:3]=[CH:4][C:5]2[CH2:11][S:10](=[O:12])(=[O:13])[N:9]([CH2:22][CH3:23])[N:8]=[C:7]([C:14]3[CH:19]=[CH:18][C:17]([F:20])=[CH:16][CH:15]=3)[C:6]=2[CH:21]=1, predict the reactants needed to synthesize it. The reactants are: [F:1][C:2]1[CH:3]=[CH:4][C:5]2[CH2:11][S:10](=[O:13])(=[O:12])[NH:9][N:8]=[C:7]([C:14]3[CH:19]=[CH:18][C:17]([F:20])=[CH:16][CH:15]=3)[C:6]=2[CH:21]=1.[CH2:22](I)[CH3:23]. (10) Given the product [NH2:1][C:2]1[C:11]([Br:23])=[C:10]2[C:5]([C:6](=[O:22])[C:7]([C:15]3[CH:16]=[CH:17][C:18]([Cl:21])=[CH:19][CH:20]=3)=[C:8]([CH:12]([CH3:13])[CH3:14])[O:9]2)=[CH:4][CH:3]=1, predict the reactants needed to synthesize it. The reactants are: [NH2:1][C:2]1[CH:11]=[C:10]2[C:5]([C:6](=[O:22])[C:7]([C:15]3[CH:20]=[CH:19][C:18]([Cl:21])=[CH:17][CH:16]=3)=[C:8]([CH:12]([CH3:14])[CH3:13])[O:9]2)=[CH:4][CH:3]=1.[Br:23]N1C(=O)CCC1=O.